From a dataset of Full USPTO retrosynthesis dataset with 1.9M reactions from patents (1976-2016). Predict the reactants needed to synthesize the given product. (1) The reactants are: [C:1]1([CH2:7][C:8](=[O:13])[CH2:9][CH2:10][CH2:11][CH3:12])[CH:6]=[CH:5][CH:4]=[CH:3][CH:2]=1.N1CCCC[CH2:15]1.C(O)(=O)C.C=O. Given the product [C:1]1([C:7]([C:8](=[O:13])[CH2:9][CH2:10][CH2:11][CH3:12])=[CH2:15])[CH:6]=[CH:5][CH:4]=[CH:3][CH:2]=1, predict the reactants needed to synthesize it. (2) Given the product [Cl:17][C:18]1[CH:23]=[CH:22][CH:21]=[CH:20][C:19]=1[S:24]([NH:27][C:28]([N:5]1[CH2:4][CH2:3][C:9]2[CH:10]=[CH:11][C:12]([NH:14][C:28](=[O:29])[NH:27][S:24]([C:34]3[CH:33]=[CH:21][CH:20]=[CH:19][C:18]=3[Cl:17])(=[O:25])=[O:15])=[CH:13][C:8]=2[CH2:7][CH2:6]1)=[O:29])(=[O:26])=[O:25], predict the reactants needed to synthesize it. The reactants are: Br.Br.[CH2:3]1[C:9]2[CH:10]=[CH:11][C:12]([NH2:14])=[CH:13][C:8]=2[CH2:7][CH2:6][NH:5][CH2:4]1.[OH-:15].[Na+].[Cl:17][C:18]1[CH:23]=[CH:22][CH:21]=[CH:20][C:19]=1[S:24]([N:27]=[C:28]=[O:29])(=[O:26])=[O:25].C(O[CH2:33][CH3:34])C. (3) The reactants are: Br[C:2]1[C:12]2[O:11][CH2:10][CH2:9][N:8]([C:13]([O:15][C:16]([CH3:19])([CH3:18])[CH3:17])=[O:14])[CH2:7][C:6]=2[CH:5]=[CH:4][CH:3]=1.[O:20]1[CH:24]=[CH:23][CH:22]=[C:21]1B(O)O.O. Given the product [O:20]1[CH:24]=[CH:23][CH:22]=[C:21]1[C:2]1[C:12]2[O:11][CH2:10][CH2:9][N:8]([C:13]([O:15][C:16]([CH3:19])([CH3:18])[CH3:17])=[O:14])[CH2:7][C:6]=2[CH:5]=[CH:4][CH:3]=1, predict the reactants needed to synthesize it. (4) Given the product [C:34]([NH:33][C:31]([C:30]1[C:24]2[C:25](=[N:26][CH:27]=[C:22]([C:11]3[C:12]4[C:17](=[CH:16][CH:15]=[C:14]([O:18][CH:19]([F:21])[F:20])[CH:13]=4)[N:9]([CH2:8][CH2:7][CH:2]=[O:1])[N:10]=3)[N:23]=2)[N:28]([CH2:38][O:39][CH2:40][CH2:41][Si:42]([CH3:45])([CH3:44])[CH3:43])[CH:29]=1)=[O:32])([CH3:36])([CH3:35])[CH3:37], predict the reactants needed to synthesize it. The reactants are: [O:1]1CCCO[CH:2]1[CH2:7][CH2:8][N:9]1[C:17]2[C:12](=[CH:13][C:14]([O:18][CH:19]([F:21])[F:20])=[CH:15][CH:16]=2)[C:11]([C:22]2[N:23]=[C:24]3[C:30]([C:31]([NH:33][C:34]([CH3:37])([CH3:36])[CH3:35])=[O:32])=[CH:29][N:28]([CH2:38][O:39][CH2:40][CH2:41][Si:42]([CH3:45])([CH3:44])[CH3:43])[C:25]3=[N:26][CH:27]=2)=[N:10]1.Cl.C(=O)([O-])O.[Na+]. (5) Given the product [O:23]=[C:21]1[N:20]([C:24]2[CH:29]=[CH:28][CH:27]=[C:26]([C:30]([F:32])([F:31])[F:33])[CH:25]=2)[N:19]=[C:18]([NH:17][C:14]2[CH:13]=[CH:12][C:11]([CH:10]=[O:34])=[CH:16][CH:15]=2)[NH:22]1, predict the reactants needed to synthesize it. The reactants are: [H-].[Al+3].[Li+].[H-].[H-].[H-].CON(C)[C:10](=[O:34])[C:11]1[CH:16]=[CH:15][C:14]([NH:17][C:18]2[NH:22][C:21](=[O:23])[N:20]([C:24]3[CH:29]=[CH:28][CH:27]=[C:26]([C:30]([F:33])([F:32])[F:31])[CH:25]=3)[N:19]=2)=[CH:13][CH:12]=1. (6) The reactants are: [C:1]1([CH:7]([CH3:11])[C:8](O)=[O:9])[CH:6]=[CH:5][CH:4]=[CH:3][CH:2]=1.CN(C)C=O.C(Cl)(=O)C([Cl:20])=O. Given the product [C:1]1([CH:7]([CH3:11])[C:8]([Cl:20])=[O:9])[CH:6]=[CH:5][CH:4]=[CH:3][CH:2]=1, predict the reactants needed to synthesize it. (7) Given the product [CH2:11]([O:10][C:8](=[O:9])[C@@H:2]([NH:1][C:33](=[O:34])[CH2:32][CH2:31][CH2:30][CH2:29][CH2:28][CH2:27][CH2:26][CH2:25][CH2:24][CH2:23][CH2:22][CH2:21][CH2:20][CH2:19][C:18]([O:48][C:49]([CH3:51])([CH3:50])[CH3:52])=[O:47])[CH2:3][CH2:4][C:5]([OH:7])=[O:6])[C:12]1[CH:13]=[CH:14][CH:15]=[CH:16][CH:17]=1, predict the reactants needed to synthesize it. The reactants are: [NH2:1][C@H:2]([C:8]([O:10][CH2:11][C:12]1[CH:17]=[CH:16][CH:15]=[CH:14][CH:13]=1)=[O:9])[CH2:3][CH2:4][C:5]([OH:7])=[O:6].[C:18]([O:48][C:49]([CH3:52])([CH3:51])[CH3:50])(=[O:47])[CH2:19][CH2:20][CH2:21][CH2:22][CH2:23][CH2:24][CH2:25][CH2:26][CH2:27][CH2:28][CH2:29][CH2:30][CH2:31][CH2:32][C:33](OC1C(F)=C(F)C(F)=C(F)C=1F)=[O:34].CCN(C(C)C)C(C)C.C(O)(=O)CC(CC(O)=O)(C(O)=O)O.